Task: Binary Classification. Given a T-cell receptor sequence (or CDR3 region) and an epitope sequence, predict whether binding occurs between them.. Dataset: TCR-epitope binding with 47,182 pairs between 192 epitopes and 23,139 TCRs (1) The epitope is VVYRGTTTY. The TCR CDR3 sequence is CASSFHTGDNEQFF. Result: 1 (the TCR binds to the epitope). (2) The epitope is LLSAGIFGA. The TCR CDR3 sequence is CASSPSHEQFF. Result: 0 (the TCR does not bind to the epitope).